From a dataset of Forward reaction prediction with 1.9M reactions from USPTO patents (1976-2016). Predict the product of the given reaction. Given the reactants [CH3:1][C:2]1[CH:7]=[CH:6][C:5]([C:8]2[O:9][C:10]([CH3:13])=[N:11][N:12]=2)=[CH:4][C:3]=1[C:14]1[CH:19]=[CH:18][C:17]([C:20](O)=[O:21])=[CH:16][CH:15]=1.[NH2:23][CH2:24][C:25]1[CH:33]=[CH:32][C:28]([C:29]([NH2:31])=[O:30])=[CH:27][CH:26]=1, predict the reaction product. The product is: [NH2:31][C:29]([C:28]1[CH:27]=[CH:26][C:25]([CH2:24][NH:23][C:20]([C:17]2[CH:16]=[CH:15][C:14]([C:3]3[CH:4]=[C:5]([C:8]4[O:9][C:10]([CH3:13])=[N:11][N:12]=4)[CH:6]=[CH:7][C:2]=3[CH3:1])=[CH:19][CH:18]=2)=[O:21])=[CH:33][CH:32]=1)=[O:30].